Task: Predict the reaction yield, written as a fraction of the theoretical maximum amount of product (1.0 means a 100% yield; for example, 0.34 means a 34% yield).. Dataset: Reaction yield outcomes from USPTO patents with 853,638 reactions (1) The reactants are Cl[C:2](Cl)([O:4]C(=O)OC(Cl)(Cl)Cl)Cl.[CH2:13]([O:20][NH:21][C@H:22]1[CH2:27][NH:26][C@H:25]([C:28]([O:30][CH2:31][CH3:32])=[O:29])[CH2:24][CH2:23]1)[C:14]1[CH:19]=[CH:18][CH:17]=[CH:16][CH:15]=1.CCN(C(C)C)C(C)C. The catalyst is C(Cl)Cl. The product is [CH2:13]([O:20][N:21]1[C:2](=[O:4])[N:26]2[CH2:27][C@H:22]1[CH2:23][CH2:24][C@H:25]2[C:28]([O:30][CH2:31][CH3:32])=[O:29])[C:14]1[CH:15]=[CH:16][CH:17]=[CH:18][CH:19]=1. The yield is 0.500. (2) The reactants are [F:1][C:2]1[CH:18]=[C:17]([F:19])[CH:16]=[CH:15][C:3]=1[CH2:4][CH:5]1[CH2:10][CH:9]([C:11]([O:13][CH3:14])=[O:12])[CH2:8][CH2:7][NH:6]1.CCN(C(C)C)C(C)C.[C:29](Cl)(=[O:32])[O:30][CH3:31].Cl. The catalyst is C(Cl)Cl.CC(OC)(C)C. The product is [F:1][C:2]1[CH:18]=[C:17]([F:19])[CH:16]=[CH:15][C:3]=1[CH2:4][CH:5]1[CH2:10][CH:9]([C:11]([O:13][CH3:14])=[O:12])[CH2:8][CH2:7][N:6]1[C:29]([O:30][CH3:31])=[O:32]. The yield is 0.990. (3) The reactants are Br[C:2]1[CH:7]=[CH:6][C:5]([S:8]([NH2:11])(=[O:10])=[O:9])=[CH:4][CH:3]=1.C([O-])(=O)C.[K+].[Cl:17][C:18]1[CH:23]=[CH:22][C:21]([C:24]2[N:25]=[C:26]([CH2:29][CH:30]3[CH2:34][CH2:33][CH2:32][C:31]3=[O:35])[S:27][CH:28]=2)=[CH:20][CH:19]=1. The catalyst is C([O-])(=O)C.[Pd+2].C([O-])(=O)C.CC(N(C)C)=O. The product is [Cl:17][C:18]1[CH:19]=[CH:20][C:21]([C:24]2[N:25]=[C:26]([CH2:29][CH:30]3[CH2:34][CH2:33][CH2:32][C:31]3=[O:35])[S:27][C:28]=2[C:2]2[CH:7]=[CH:6][C:5]([S:8]([NH2:11])(=[O:10])=[O:9])=[CH:4][CH:3]=2)=[CH:22][CH:23]=1. The yield is 0.276. (4) The reactants are [CH2:1]([C@H:8]([NH:44][C:45](=[O:51])[O:46][C:47]([CH3:50])([CH3:49])[CH3:48])[C@@H:9]([O:36][Si](C(C)(C)C)(C)C)[CH2:10][C@@H:11]([NH:25][C:26]([O:28][CH2:29][C:30]1[CH:35]=[CH:34][CH:33]=[CH:32][CH:31]=1)=[O:27])[CH2:12][C:13]1[CH:18]=[CH:17][C:16]([C:19]2[CH:20]=[N:21][CH:22]=[CH:23][CH:24]=2)=[CH:15][CH:14]=1)[C:2]1[CH:7]=[CH:6][CH:5]=[CH:4][CH:3]=1.[F-].C([N+](CCCC)(CCCC)CCCC)CCC. The catalyst is O1CCCC1. The product is [CH2:1]([C@H:8]([NH:44][C:45](=[O:51])[O:46][C:47]([CH3:49])([CH3:48])[CH3:50])[C@@H:9]([OH:36])[CH2:10][C@@H:11]([NH:25][C:26]([O:28][CH2:29][C:30]1[CH:35]=[CH:34][CH:33]=[CH:32][CH:31]=1)=[O:27])[CH2:12][C:13]1[CH:18]=[CH:17][C:16]([C:19]2[CH:20]=[N:21][CH:22]=[CH:23][CH:24]=2)=[CH:15][CH:14]=1)[C:2]1[CH:3]=[CH:4][CH:5]=[CH:6][CH:7]=1. The yield is 0.410. (5) The reactants are [H-].[Na+].[N+:3]([C:6]1[CH:11]=[CH:10][C:9]([N:12]2[C:21]3[N:22]4[CH:28]=[C:27]([NH:29][C:30](=[O:36])[CH2:31][CH2:32][CH2:33][CH2:34][CH3:35])[CH:26]=[CH:25][C:23]4=[N:24][C:20]=3[C:19]3[C:14](=[CH:15][CH:16]=[CH:17][CH:18]=3)[C:13]2=[O:37])=[CH:8][CH:7]=1)([O-:5])=[O:4].[CH3:38]I.O. The catalyst is CN(C=O)C. The product is [N+:3]([C:6]1[CH:7]=[CH:8][C:9]([N:12]2[C:21]3[N:22]4[CH:28]=[C:27]([N:29]([CH3:38])[C:30](=[O:36])[CH2:31][CH2:32][CH2:33][CH2:34][CH3:35])[CH:26]=[CH:25][C:23]4=[N:24][C:20]=3[C:19]3[C:14](=[CH:15][CH:16]=[CH:17][CH:18]=3)[C:13]2=[O:37])=[CH:10][CH:11]=1)([O-:5])=[O:4]. The yield is 0.950. (6) The reactants are [Br:1][C:2]1[CH:7]=[CH:6][C:5]([CH:8]([CH3:13])[CH2:9][C:10]([NH2:12])=O)=[CH:4][CH:3]=1.[H-].[Al+3].[Li+].[H-].[H-].[H-].[OH-].[Na+]. The catalyst is O1CCCC1. The product is [Br:1][C:2]1[CH:3]=[CH:4][C:5]([CH:8]([CH3:13])[CH2:9][CH2:10][NH2:12])=[CH:6][CH:7]=1. The yield is 1.00. (7) The reactants are [NH2:1][C:2]1[CH:10]=[CH:9][C:8]([Br:11])=[CH:7][C:3]=1[C:4]([OH:6])=O.O=S(Cl)Cl.[Cl:16][C:17]1[CH:23]=[CH:22][CH:21]=[CH:20][C:18]=1[NH2:19].C(Cl)(Cl)Cl. The catalyst is C1C=CC=CC=1. The product is [NH2:1][C:2]1[CH:10]=[CH:9][C:8]([Br:11])=[CH:7][C:3]=1[C:4]([NH:19][C:18]1[CH:20]=[CH:21][CH:22]=[CH:23][C:17]=1[Cl:16])=[O:6]. The yield is 0.200. (8) The reactants are C([N:14]1[CH2:17][CH:16]([O:18][C:19]2[CH:24]=[CH:23][C:22]([C:25]3[CH:30]=[CH:29][CH:28]=[CH:27][CH:26]=3)=[CH:21][CH:20]=2)[CH2:15]1)(C1C=CC=CC=1)C1C=CC=CC=1.[Cl:31]C(OC(Cl)C)=O. The catalyst is ClCCl. The product is [ClH:31].[C:22]1([C:25]2[CH:30]=[CH:29][CH:28]=[CH:27][CH:26]=2)[CH:23]=[CH:24][C:19]([O:18][CH:16]2[CH2:17][NH:14][CH2:15]2)=[CH:20][CH:21]=1. The yield is 0.720.